Predict the product of the given reaction. From a dataset of Forward reaction prediction with 1.9M reactions from USPTO patents (1976-2016). (1) Given the reactants [CH3:1][N:2]1[CH2:7][CH2:6][N:5]([C:8]2[CH:17]=[CH:16][CH:15]=[C:14]3[C:9]=2[CH2:10][CH2:11][C@H:12]([NH2:18])[CH2:13]3)[CH2:4][CH2:3]1.[Cl:19][C:20]1[CH:21]=[C:22]([S:26](Cl)(=[O:28])=[O:27])[CH:23]=[CH:24][CH:25]=1.CO, predict the reaction product. The product is: [Cl:19][C:20]1[CH:21]=[C:22]([S:26]([NH:18][C@H:12]2[CH2:11][CH2:10][C:9]3[C:14](=[CH:15][CH:16]=[CH:17][C:8]=3[N:5]3[CH2:4][CH2:3][N:2]([CH3:1])[CH2:7][CH2:6]3)[CH2:13]2)(=[O:28])=[O:27])[CH:23]=[CH:24][CH:25]=1. (2) Given the reactants [CH:1]1[C:9]2[C:8]3[CH:10]=[CH:11][CH:12]=[CH:13][C:7]=3[O:6][C:5]=2[CH:4]=[CH:3][C:2]=1[O:14][C:15]1[CH:21]=[CH:20][C:18]([NH2:19])=[CH:17][CH:16]=1.C[N:23]([CH:25]=O)C.Br[CH2:28][C:29]([C:31]1[CH:36]=[CH:35][C:34]([O:37][CH2:38][CH2:39][CH2:40][N:41]([CH2:44][CH3:45])[CH2:42][CH3:43])=[CH:33][CH:32]=1)=O, predict the reaction product. The product is: [CH2:9]([C:25]1[N:19]([C:18]2[CH:20]=[CH:21][C:15]([O:14][C:2]3[CH:3]=[CH:4][C:5]4[O:6][C:7]5[CH:13]=[CH:12][CH:11]=[CH:10][C:8]=5[C:9]=4[CH:1]=3)=[CH:16][CH:17]=2)[CH:28]=[C:29]([C:31]2[CH:36]=[CH:35][C:34]([O:37][CH2:38][CH2:39][CH2:40][N:41]([CH2:44][CH3:45])[CH2:42][CH3:43])=[CH:33][CH:32]=2)[N:23]=1)[CH2:1][CH2:2][CH3:3]. (3) Given the reactants [CH3:1][C:2]1[C:6]2[C:7](=[O:19])[N:8]([CH2:11][CH2:12][N:13]3[CH2:18][CH2:17][CH2:16][CH2:15][CH2:14]3)[CH2:9][CH2:10][C:5]=2[NH:4][C:3]=1[CH:20]=O.[Cl:22][C:23]1[CH:24]=[C:25]2[C:29](=[CH:30][CH:31]=1)[NH:28][C:27](=[O:32])[CH2:26]2, predict the reaction product. The product is: [Cl:22][C:23]1[CH:24]=[C:25]2[C:29](=[CH:30][CH:31]=1)[NH:28][C:27](=[O:32])[C:26]2=[CH:20][C:3]1[NH:4][C:5]2[CH2:10][CH2:9][N:8]([CH2:11][CH2:12][N:13]3[CH2:14][CH2:15][CH2:16][CH2:17][CH2:18]3)[C:7](=[O:19])[C:6]=2[C:2]=1[CH3:1]. (4) Given the reactants [NH2:1][CH2:2][CH:3]1[O:7][C:6](=[O:8])[N:5]([C:9]2[CH:10]=[CH:11][C:12]3[CH2:18][CH2:17][C:16](=[O:19])[CH2:15][CH2:14][C:13]=3[CH:20]=2)[CH2:4]1.[C:21](OC(=O)C)(=[O:23])[CH3:22], predict the reaction product. The product is: [O:8]=[C:6]1[N:5]([C:9]2[CH:10]=[CH:11][C:12]3[CH2:18][CH2:17][C:16](=[O:19])[CH2:15][CH2:14][C:13]=3[CH:20]=2)[CH2:4][CH:3]([CH2:2][NH:1][C:21](=[O:23])[CH3:22])[O:7]1. (5) Given the reactants [O:1]([CH2:8][C@@H:9]([OH:32])[CH2:10][NH:11][CH2:12][CH2:13][C:14]([C:24]1[CH:29]=[CH:28][C:27]([O:30][CH3:31])=[CH:26][CH:25]=1)([C:16]1[CH:21]=[CH:20][C:19]([O:22][CH3:23])=[CH:18][CH:17]=1)O)[C:2]1[CH:7]=[CH:6][CH:5]=[CH:4][CH:3]=1.C([SiH](CC)CC)C.[F:40][C:41]([F:46])([F:45])[C:42]([OH:44])=[O:43], predict the reaction product. The product is: [F:40][C:41]([F:46])([F:45])[C:42]([OH:44])=[O:43].[O:1]([CH2:8][C@@H:9]([OH:32])[CH2:10][NH:11][CH2:12][CH2:13][CH:14]([C:16]1[CH:21]=[CH:20][C:19]([O:22][CH3:23])=[CH:18][CH:17]=1)[C:24]1[CH:29]=[CH:28][C:27]([O:30][CH3:31])=[CH:26][CH:25]=1)[C:2]1[CH:7]=[CH:6][CH:5]=[CH:4][CH:3]=1.